The task is: Predict the reactants needed to synthesize the given product.. This data is from Full USPTO retrosynthesis dataset with 1.9M reactions from patents (1976-2016). (1) Given the product [Cl:1][C:2]1[CH:7]=[C:6]([C:8]2[CH:9]=[CH:10][C:11]([O:14][C:15]3[CH:20]=[CH:19][C:18]([F:21])=[CH:17][CH:16]=3)=[CH:12][CH:13]=2)[N:5]=[C:4]([NH:22][C:32](=[O:37])[C:33]([CH3:36])([CH3:35])[CH3:34])[CH:3]=1, predict the reactants needed to synthesize it. The reactants are: [Cl:1][C:2]1[CH:7]=[C:6]([C:8]2[CH:13]=[CH:12][C:11]([O:14][C:15]3[CH:20]=[CH:19][C:18]([F:21])=[CH:17][CH:16]=3)=[CH:10][CH:9]=2)[N:5]=[C:4]([NH2:22])[CH:3]=1.CCN(C(C)C)C(C)C.[C:32](Cl)(=[O:37])[C:33]([CH3:36])([CH3:35])[CH3:34]. (2) Given the product [CH3:30][N:31]([CH2:42][C:43]1[N:47]([CH2:48][CH2:49][CH2:54][CH2:53][C:52]#[N:51])[C:46]2[CH:55]=[CH:56][CH:57]=[CH:58][C:45]=2[N:44]=1)[CH:32]1[C:41]2[N:40]=[CH:39][CH:38]=[CH:37][C:36]=2[CH2:35][CH2:34][CH2:33]1, predict the reactants needed to synthesize it. The reactants are: N1C2C=CC=CC=2N=C1CN(C)C1C2N=CC=CC=2CCC1.BrCCCCC#N.[CH3:30][N:31]([CH2:42][C:43]1[N:47]([CH2:48][C:49]2C=[N:51][CH:52]=[CH:53][CH:54]=2)[C:46]2[CH:55]=[CH:56][CH:57]=[CH:58][C:45]=2[N:44]=1)[CH:32]1[C:41]2[N:40]=[CH:39][CH:38]=[CH:37][C:36]=2[CH2:35][CH2:34][CH2:33]1. (3) Given the product [Br:1][C:2]1[CH:7]=[CH:6][N:5]=[C:4]([O:13][CH2:12][CH2:11][CH2:10][F:9])[CH:3]=1, predict the reactants needed to synthesize it. The reactants are: [Br:1][C:2]1[CH:7]=[CH:6][N:5]=[C:4](F)[CH:3]=1.[F:9][CH2:10][CH2:11][CH2:12][OH:13].CC(C)([O-])C.[K+]. (4) Given the product [CH3:17][C:18]1[CH:19]=[CH:20][C:21]([S:24]([NH:27][C:7]([CH:4]2[CH2:5][CH2:6][C:2](=[O:1])[CH2:3]2)=[O:9])(=[O:26])=[O:25])=[CH:22][CH:23]=1, predict the reactants needed to synthesize it. The reactants are: [O:1]=[C:2]1[CH2:6][CH2:5][CH:4]([C:7]([OH:9])=O)[CH2:3]1.CCN(CC)CC.[CH3:17][C:18]1[CH:23]=[CH:22][C:21]([S:24]([N:27]=C=O)(=[O:26])=[O:25])=[CH:20][CH:19]=1.CNCCCNC. (5) Given the product [CH:5]1[CH:6]=[CH:7][CH:8]=[C:9]2[C:4]=1[CH:3]=[C:2]1[C:16]3[CH:17]=[CH:12][CH:13]=[CH:14][C:15]=3[N:18]=[C:1]12, predict the reactants needed to synthesize it. The reactants are: [C:1]1(=O)[C:9]2[C:4](=[CH:5][CH:6]=[CH:7][CH:8]=2)[CH2:3][CH2:2]1.Cl.[C:12]1(C)[CH:17]=[CH:16][C:15]([NH:18]N)=[CH:14][CH:13]=1.Cl. (6) Given the product [CH3:5][O:6][C:7]([C:9]1[C:17]2[O:16][C:15]([CH3:18])=[CH:14][C:13]=2[CH:12]=[C:11]([OH:19])[CH:10]=1)=[O:8], predict the reactants needed to synthesize it. The reactants are: B(Br)(Br)Br.[CH3:5][O:6][C:7]([C:9]1[C:17]2[O:16][C:15]([CH3:18])=[CH:14][C:13]=2[CH:12]=[C:11]([O:19]C)[CH:10]=1)=[O:8].N1C(C)=CC=CC=1C. (7) Given the product [Br:1][C:2]1[CH:10]=[C:9]([O:11][CH3:12])[C:5]([C:6]([NH:26][CH2:25][C:24]2[CH:27]=[CH:28][C:21]([Cl:20])=[CH:22][CH:23]=2)=[O:8])=[C:4]([F:13])[CH:3]=1, predict the reactants needed to synthesize it. The reactants are: [Br:1][C:2]1[CH:10]=[C:9]([O:11][CH3:12])[C:5]([C:6]([OH:8])=O)=[C:4]([F:13])[CH:3]=1.C(Cl)(=O)C(Cl)=O.[Cl:20][C:21]1[CH:28]=[CH:27][C:24]([CH2:25][NH2:26])=[CH:23][CH:22]=1.C(N(CC)CC)C. (8) Given the product [CH3:1][N:2]1[C:6]([CH3:7])=[C:5]([NH:8][C:9]([C:11]2[CH:15]=[CH:14][N:13]([C:19]3[N:18]([CH3:17])[CH:22]=[CH:21][CH:20]=3)[N:12]=2)=[O:10])[C:4]([CH3:16])=[N:3]1, predict the reactants needed to synthesize it. The reactants are: [CH3:1][N:2]1[C:6]([CH3:7])=[C:5]([NH:8][C:9]([C:11]2[CH:15]=[CH:14][NH:13][N:12]=2)=[O:10])[C:4]([CH3:16])=[N:3]1.[CH3:17][N:18]1[CH:22]=[CH:21][CH:20]=[C:19]1C(Cl)=O.